Dataset: Full USPTO retrosynthesis dataset with 1.9M reactions from patents (1976-2016). Task: Predict the reactants needed to synthesize the given product. (1) Given the product [Cl:1][C:2]1[CH:7]=[C:6]([N:8]([CH3:36])[C:9]2[C:14]([CH:15]3[CH2:16][CH2:17]3)=[N:13][C:12]([N:18]3[CH2:23][CH2:22][NH:21][C@H:20]([CH:31]4[CH2:33][CH2:32]4)[CH2:19]3)=[C:11]([CH:10]=2)[C:34]#[N:35])[CH:5]=[CH:4][N:3]=1, predict the reactants needed to synthesize it. The reactants are: [Cl:1][C:2]1[CH:7]=[C:6]([N:8]([CH3:36])[C:9]2[CH:10]=[C:11]([C:34]#[N:35])[C:12]([N:18]3[CH2:23][CH2:22][N:21](C(OC(C)(C)C)=O)[C@H:20]([CH:31]4[CH2:33][CH2:32]4)[CH2:19]3)=[N:13][C:14]=2[CH:15]2[CH2:17][CH2:16]2)[CH:5]=[CH:4][N:3]=1.C(O)(C(F)(F)F)=O. (2) Given the product [CH2:29]([N:15]1[C:16]([CH3:27])=[C:17]([CH2:18][C:19]2[CH:24]=[CH:23][C:22]([O:25][CH3:26])=[CH:21][CH:20]=2)[C:13]([O:12][C@@H:1]2[O:9][C@H:8]([CH2:10][OH:11])[C@@H:6]([OH:7])[C@H:4]([OH:5])[C@H:2]2[OH:3])=[N:14]1)[CH3:30], predict the reactants needed to synthesize it. The reactants are: [C@@H:1]1([O:12][C:13]2[C:17]([CH2:18][C:19]3[CH:24]=[CH:23][C:22]([O:25][CH3:26])=[CH:21][CH:20]=3)=[C:16]([CH3:27])[NH:15][N:14]=2)[O:9][C@H:8]([CH2:10][OH:11])[C@@H:6]([OH:7])[C@H:4]([OH:5])[C@H:2]1[OH:3].I[CH2:29][CH3:30]. (3) Given the product [NH2:1][C:4]1[CH:9]=[CH:8][C:7]([NH:10][S:11]([CH3:14])(=[O:13])=[O:12])=[CH:6][CH:5]=1, predict the reactants needed to synthesize it. The reactants are: [N+:1]([C:4]1[CH:9]=[CH:8][C:7]([NH:10][S:11]([CH3:14])(=[O:13])=[O:12])=[CH:6][CH:5]=1)([O-])=O.[H][H]. (4) Given the product [Cl:1][C:2]1[CH:7]=[CH:6][CH:5]=[CH:4][C:3]=1[C:8]1[CH:13]=[CH:12][CH:11]=[C:10](/[C:14](=[C:21]2/[C:20](=[O:22])[NH:19][C:18](=[O:23])[S:17]/2)/[CH3:15])[CH:9]=1, predict the reactants needed to synthesize it. The reactants are: [Cl:1][C:2]1[CH:7]=[CH:6][CH:5]=[CH:4][C:3]=1[C:8]1[CH:13]=[CH:12][CH:11]=[C:10]([C:14](=O)[CH3:15])[CH:9]=1.[S:17]1[CH2:21][C:20](=[O:22])[NH:19][C:18]1=[O:23].C([O-])(=O)C.[Na+].C(OC(=O)C)(=O)C. (5) Given the product [C:8]([C:5]1[C:4]([NH:10][C:11]2[CH:16]=[C:15]([CH3:17])[CH:14]=[C:13]([CH3:18])[N:12]=2)=[CH:3][C:2]([NH:20][CH2:21][C@@H:22]([NH:24][C:25](=[O:31])[O:26][C:27]([CH3:30])([CH3:29])[CH3:28])[CH3:23])=[N:7][CH:6]=1)#[N:9], predict the reactants needed to synthesize it. The reactants are: Cl[C:2]1[N:7]=[CH:6][C:5]([C:8]#[N:9])=[C:4]([NH:10][C:11]2[CH:16]=[C:15]([CH3:17])[CH:14]=[C:13]([CH3:18])[N:12]=2)[CH:3]=1.Cl.[NH2:20][CH2:21][C@@H:22]([NH:24][C:25](=[O:31])[O:26][C:27]([CH3:30])([CH3:29])[CH3:28])[CH3:23].C(=O)([O-])[O-].[Cs+].[Cs+].CC1(C)C2C(=C(P(C3C=CC=CC=3)C3C=CC=CC=3)C=CC=2)OC2C(P(C3C=CC=CC=3)C3C=CC=CC=3)=CC=CC1=2.